Dataset: Reaction yield outcomes from USPTO patents with 853,638 reactions. Task: Predict the reaction yield, written as a fraction of the theoretical maximum amount of product (1.0 means a 100% yield; for example, 0.34 means a 34% yield). (1) The reactants are [OH:1][CH2:2][C:3]([CH3:8])([CH3:7])[C:4]([OH:6])=[O:5].Br[CH:10]([CH3:12])[CH3:11].C([O-])([O-])=O.[Cs+].[Cs+]. The catalyst is CN(C=O)C. The product is [OH:1][CH2:2][C:3]([CH3:8])([CH3:7])[C:4]([O:6][CH:10]([CH3:12])[CH3:11])=[O:5]. The yield is 0.690. (2) The reactants are [CH3:1][O:2][C:3]1[CH:12]=[C:11]([O:13][CH3:14])[CH:10]=[C:9]2[C:4]=1[C:5](=[O:31])[NH:6][C:7]([C:15]1[CH:20]=[C:19]([CH3:21])[C:18]([NH:22][C:23]([CH2:25][O:26]C(=O)C)=[O:24])=[C:17]([CH3:30])[CH:16]=1)=[N:8]2.C(=O)([O-])[O-].[K+].[K+].Cl. The catalyst is CO.ClCCl.O. The product is [CH3:1][O:2][C:3]1[CH:12]=[C:11]([O:13][CH3:14])[CH:10]=[C:9]2[C:4]=1[C:5](=[O:31])[NH:6][C:7]([C:15]1[CH:20]=[C:19]([CH3:21])[C:18]([NH:22][C:23](=[O:24])[CH2:25][OH:26])=[C:17]([CH3:30])[CH:16]=1)=[N:8]2. The yield is 0.490. (3) The reactants are [Br:1][CH2:2][CH2:3][OH:4].CCN(CC)CC.[C:12](Cl)([C:25]1[CH:30]=[CH:29][CH:28]=[CH:27][CH:26]=1)([C:19]1[CH:24]=[CH:23][CH:22]=[CH:21][CH:20]=1)[C:13]1[CH:18]=[CH:17][CH:16]=[CH:15][CH:14]=1. The catalyst is C(Cl)Cl. The product is [Br:1][CH2:2][CH2:3][O:4][C:12]([C:13]1[CH:18]=[CH:17][CH:16]=[CH:15][CH:14]=1)([C:25]1[CH:26]=[CH:27][CH:28]=[CH:29][CH:30]=1)[C:19]1[CH:20]=[CH:21][CH:22]=[CH:23][CH:24]=1. The yield is 0.820. (4) The reactants are [C:1]([O:5][C:6]([N:8]1[CH2:13][CH2:12][CH:11]([C:14]([OH:16])=O)[CH2:10][CH2:9]1)=[O:7])([CH3:4])([CH3:3])[CH3:2].C(Cl)CCl.C1C=CC2N(O)N=NC=2C=1.CCN(CC)CC.[Cl:38][C:39]1[CH:40]=[C:41]([CH:46]2[CH2:50][NH:49][CH2:48][CH:47]2[CH:51]([O:53][C:54]2[CH:61]=[CH:60][C:57]([C:58]#[N:59])=[CH:56][N:55]=2)[CH3:52])[CH:42]=[CH:43][C:44]=1[Cl:45]. The catalyst is C(Cl)Cl. The product is [C:1]([O:5][C:6]([N:8]1[CH2:9][CH2:10][CH:11]([C:14]([N:49]2[CH2:50][CH:46]([C:41]3[CH:42]=[CH:43][C:44]([Cl:45])=[C:39]([Cl:38])[CH:40]=3)[CH:47]([CH:51]([O:53][C:54]3[CH:61]=[CH:60][C:57]([C:58]#[N:59])=[CH:56][N:55]=3)[CH3:52])[CH2:48]2)=[O:16])[CH2:12][CH2:13]1)=[O:7])([CH3:2])([CH3:3])[CH3:4]. The yield is 0.910. (5) The reactants are [CH3:1][O:2][C:3]1[CH:8]=[C:7](B(O)O)[CH:6]=[CH:5][N:4]=1.FC(F)(F)S(O[C:18]1[CH:27]=[CH:26][CH:25]=[C:24]2[C:19]=1[CH2:20][C@H:21]([N:28]([CH2:36][C:37]1[CH:42]=[CH:41][CH:40]=[CH:39][CH:38]=1)[CH2:29][C:30]1[CH:35]=[CH:34][CH:33]=[CH:32][CH:31]=1)[CH2:22][O:23]2)(=O)=O. No catalyst specified. The product is [CH2:36]([N:28]([CH2:29][C:30]1[CH:35]=[CH:34][CH:33]=[CH:32][CH:31]=1)[C@H:21]1[CH2:20][C:19]2[C:24](=[CH:25][CH:26]=[CH:27][C:18]=2[C:7]2[CH:6]=[CH:5][N:4]=[C:3]([O:2][CH3:1])[CH:8]=2)[O:23][CH2:22]1)[C:37]1[CH:38]=[CH:39][CH:40]=[CH:41][CH:42]=1. The yield is 1.00. (6) The yield is 0.460. The reactants are [CH3:1][N:2]([C:11]1[CH:12]=[CH:13][CH:14]=[C:15]2[C:19]=1[NH:18][C:17]([C:20]1[S:21][C:22]3([CH2:29][CH2:28][NH:27][CH2:26][CH2:25]3)[CH2:23][N:24]=1)=[CH:16]2)[S:3]([C:6]1[S:7][CH:8]=[CH:9][CH:10]=1)(=[O:5])=[O:4].[CH3:30][N:31]([CH3:35])[C:32](Cl)=[O:33].C(N(CC)CC)C.O. The catalyst is O1CCCC1. The product is [CH3:30][N:31]([CH3:35])[C:32]([N:27]1[CH2:28][CH2:29][C:22]2([S:21][C:20]([C:17]3[NH:18][C:19]4[C:15]([CH:16]=3)=[CH:14][CH:13]=[CH:12][C:11]=4[N:2]([CH3:1])[S:3]([C:6]3[S:7][CH:8]=[CH:9][CH:10]=3)(=[O:4])=[O:5])=[N:24][CH2:23]2)[CH2:25][CH2:26]1)=[O:33]. (7) The reactants are C([O:4][CH2:5][C:6](=[O:44])[NH:7][CH2:8][CH2:9][S:10]([N:13]1[CH2:18][CH2:17][C:16]([C:19]2[CH:43]=[CH:42][C:22]3[N:23]=[C:24]([O:26][CH:27]4[CH2:32][CH2:31][N:30]([C:33]5[N:38]=[CH:37][C:36]([CH2:39][CH2:40][CH3:41])=[CH:35][N:34]=5)[CH2:29][CH2:28]4)[S:25][C:21]=3[CH:20]=2)=[CH:15][CH2:14]1)(=[O:12])=[O:11])(=O)C.[Li+].[OH-]. The catalyst is C1COCC1. The product is [OH:4][CH2:5][C:6]([NH:7][CH2:8][CH2:9][S:10]([N:13]1[CH2:18][CH2:17][C:16]([C:19]2[CH:43]=[CH:42][C:22]3[N:23]=[C:24]([O:26][CH:27]4[CH2:28][CH2:29][N:30]([C:33]5[N:34]=[CH:35][C:36]([CH2:39][CH2:40][CH3:41])=[CH:37][N:38]=5)[CH2:31][CH2:32]4)[S:25][C:21]=3[CH:20]=2)=[CH:15][CH2:14]1)(=[O:11])=[O:12])=[O:44]. The yield is 0.890. (8) The reactants are CO[C:3](=[O:13])[C:4]1[CH:9]=[C:8]([Cl:10])[CH:7]=[C:6]([CH3:11])[C:5]=1[NH2:12].[CH2:14]([CH2:16][NH2:17])[OH:15]. The catalyst is C(#N)C. The product is [OH:15][CH2:14][CH2:16][NH:17][C:3](=[O:13])[C:4]1[CH:9]=[C:8]([Cl:10])[CH:7]=[C:6]([CH3:11])[C:5]=1[NH2:12]. The yield is 0.884.